From a dataset of Forward reaction prediction with 1.9M reactions from USPTO patents (1976-2016). Predict the product of the given reaction. (1) Given the reactants [C:1]([O:5][C:6]([N:8]1[CH2:12][CH2:11][CH:10]([CH:13]=O)[CH2:9]1)=[O:7])([CH3:4])([CH3:3])[CH3:2].[CH2:15](OP(C(=[N+]=[N-])C(=O)C)(=O)OCC)C.C([O-])([O-])=O.[K+].[K+], predict the reaction product. The product is: [C:1]([O:5][C:6]([N:8]1[CH2:12][CH2:11][CH:10]([C:13]#[CH:15])[CH2:9]1)=[O:7])([CH3:4])([CH3:3])[CH3:2]. (2) Given the reactants [C:1]1([Li])[CH:6]=[CH:5][CH:4]=[CH:3][CH:2]=1.[Cl-].[C:9]1([CH2:14][P+](C2C=CC=CC=2)(C2C=CC=CC=2)C2C=CC=CC=2)[S:13][CH:12]=[CH:11][CH:10]=1.C(OC1C=C([N:50]([CH2:73][CH2:74][CH2:75][CH3:76])[CH2:51][CH2:52][CH2:53][CH2:54][O:55][Si:56]([C:69]([CH3:72])([CH3:71])[CH3:70])([C:63]2[CH:68]=[CH:67][CH:66]=[CH:65][CH:64]=2)[C:57]2[CH:62]=[CH:61][CH:60]=[CH:59][CH:58]=2)C=CC=1C=O)C1C=CC=CC=1.O.[C:78]([O:81][CH2:82][CH3:83])(=O)C, predict the reaction product. The product is: [CH2:78]([O:81][C:82]1[CH:83]=[C:3]([CH2:76][CH2:75][CH2:74][CH2:73][NH:50][CH2:51][CH2:52][CH2:53][CH2:54][O:55][Si:56]([C:69]([CH3:72])([CH3:71])[CH3:70])([C:57]2[CH:62]=[CH:61][CH:60]=[CH:59][CH:58]=2)[C:63]2[CH:64]=[CH:65][CH:66]=[CH:67][CH:68]=2)[CH:2]=[CH:1][C:6]=1[CH:5]=[CH:14][C:9]1[S:13][CH:12]=[CH:11][CH:10]=1)[C:1]1[CH:6]=[CH:5][CH:4]=[CH:3][CH:2]=1. (3) Given the reactants [CH3:1][P:2](=[O:7])([O:5][CH3:6])[O:3][CH3:4].[Li]CCCC.[C:13]([O:17][C:18]([NH:20][C@@H:21]([CH2:26][CH:27]=[CH2:28])[C:22](OC)=[O:23])=[O:19])([CH3:16])([CH3:15])[CH3:14], predict the reaction product. The product is: [CH3:4][O:3][P:2]([CH2:1][C:22](=[O:23])[C@@H:21]([NH:20][C:18]([O:17][C:13]([CH3:16])([CH3:15])[CH3:14])=[O:19])[CH2:26][CH:27]=[CH2:28])(=[O:7])[O:5][CH3:6]. (4) The product is: [Cl:1][C:2]1[N:7]=[C:6]([NH:12][CH2:13][C@@H:14]2[CH2:18][CH2:17][CH2:16][N:15]2[C:19]([O:21][C:22]([CH3:25])([CH3:24])[CH3:23])=[O:20])[C:5]([N:9]([OH:11])[OH:10])=[CH:4][N:3]=1. Given the reactants [Cl:1][C:2]1[N:7]=[C:6](Cl)[C:5]([N:9]([OH:11])[OH:10])=[CH:4][N:3]=1.[NH2:12][CH2:13][C@@H:14]1[CH2:18][CH2:17][CH2:16][N:15]1[C:19]([O:21][C:22]([CH3:25])([CH3:24])[CH3:23])=[O:20].CCN(C(C)C)C(C)C, predict the reaction product. (5) The product is: [F:1][C:2]([F:7])([F:6])[C:3]([OH:5])=[O:4].[CH3:36][N:35]([CH2:34][C:32]1[CH:33]=[C:28]([C:25]2[CH:26]=[C:27]3[C:22](=[C:23]([C:38]([NH2:40])=[O:39])[CH:24]=2)[NH:21][CH:20]=[C:19]3[CH:16]2[CH2:17][CH2:18][N:13]([S:10]([CH2:8][CH3:9])(=[O:11])=[O:12])[CH2:14][CH2:15]2)[CH:29]=[C:30]([F:37])[CH:31]=1)[CH3:41]. Given the reactants [F:1][C:2]([F:7])([F:6])[C:3]([OH:5])=[O:4].[CH2:8]([S:10]([N:13]1[CH2:18][CH2:17][CH:16]([C:19]2[C:27]3[C:22](=[C:23]([C:38]([NH2:40])=[O:39])[CH:24]=[C:25]([C:28]4[CH:33]=[C:32]([CH2:34][NH:35][CH3:36])[CH:31]=[C:30]([F:37])[CH:29]=4)[CH:26]=3)[NH:21][CH:20]=2)[CH2:15][CH2:14]1)(=[O:12])=[O:11])[CH3:9].[CH2:41]1COCC1.CN, predict the reaction product. (6) The product is: [Cl:25][C:26]1[CH:27]=[C:28]([CH2:33][C@H:34]([CH3:38])[C:35]([NH:1][CH:2]2[C:8](=[O:9])[N:7]([CH3:10])[C:6]3[CH:11]=[CH:12][CH:13]=[CH:14][C:5]=3[C:4]([N:15]3[CH2:16][CH2:17][CH:18]([C:21]([F:24])([F:23])[F:22])[CH2:19][CH2:20]3)=[N:3]2)=[O:36])[CH:29]=[CH:30][C:31]=1[Cl:32]. Given the reactants [NH2:1][CH:2]1[C:8](=[O:9])[N:7]([CH3:10])[C:6]2[CH:11]=[CH:12][CH:13]=[CH:14][C:5]=2[C:4]([N:15]2[CH2:20][CH2:19][CH:18]([C:21]([F:24])([F:23])[F:22])[CH2:17][CH2:16]2)=[N:3]1.[Cl:25][C:26]1[CH:27]=[C:28]([CH2:33][CH:34]([CH3:38])[C:35](O)=[O:36])[CH:29]=[CH:30][C:31]=1[Cl:32], predict the reaction product. (7) Given the reactants [Cl:1][C:2]1[CH:7]=[CH:6][C:5]([C:8]2[N:12]([CH:13]([CH:16]3[CH2:21][CH2:20][CH2:19][CH2:18][CH2:17]3)[CH2:14][OH:15])[C:11]3[CH:22]=[C:23]([F:27])[C:24]([F:26])=[CH:25][C:10]=3[N:9]=2)=[CH:4][CH:3]=1.[F:28][C:29]1[CH:30]=[C:31]([CH:34]=[CH:35][C:36]=1O)[C:32]#[N:33].N(C(OC(C)(C)C)=O)=NC(OC(C)(C)C)=O, predict the reaction product. The product is: [Cl:1][C:2]1[CH:7]=[CH:6][C:5]([C:8]2[N:12]([CH:13]([CH:16]3[CH2:17][CH2:18][CH2:19][CH2:20][CH2:21]3)[CH2:14][O:15][C:36]3[CH:35]=[CH:34][C:31]([C:32]#[N:33])=[CH:30][C:29]=3[F:28])[C:11]3[CH:22]=[C:23]([F:27])[C:24]([F:26])=[CH:25][C:10]=3[N:9]=2)=[CH:4][CH:3]=1.